This data is from Reaction yield outcomes from USPTO patents with 853,638 reactions. The task is: Predict the reaction yield, written as a fraction of the theoretical maximum amount of product (1.0 means a 100% yield; for example, 0.34 means a 34% yield). The reactants are FC(F)(F)S([O:6][Si:7]([CH:14]([CH3:16])[CH3:15])([CH:11]([CH3:13])[CH3:12])[CH:8]([CH3:10])[CH3:9])(=O)=O.[F:19][C:20]1[CH:21]=[CH:22][C:23]2[N:24]([C:26]([N:29]3[CH2:33][CH2:32][C@@H:31](O)[CH2:30]3)=[N:27][N:28]=2)[CH:25]=1.CCN(CC)CC.N. The catalyst is CO.C(Cl)Cl.CN(C=O)C. The product is [F:19][C:20]1[CH:21]=[CH:22][C:23]2[N:24]([C:26]([N:29]3[CH2:33][CH2:32][C@@H:31]([O:6][Si:7]([CH:8]([CH3:9])[CH3:10])([CH:11]([CH3:12])[CH3:13])[CH:14]([CH3:15])[CH3:16])[CH2:30]3)=[N:27][N:28]=2)[CH:25]=1. The yield is 0.900.